From a dataset of NCI-60 drug combinations with 297,098 pairs across 59 cell lines. Regression. Given two drug SMILES strings and cell line genomic features, predict the synergy score measuring deviation from expected non-interaction effect. (1) Drug 1: CC1C(C(CC(O1)OC2CC(CC3=C2C(=C4C(=C3O)C(=O)C5=C(C4=O)C(=CC=C5)OC)O)(C(=O)CO)O)N)O.Cl. Drug 2: CN(C)C1=NC(=NC(=N1)N(C)C)N(C)C. Cell line: SK-MEL-5. Synergy scores: CSS=13.0, Synergy_ZIP=0.567, Synergy_Bliss=3.67, Synergy_Loewe=5.25, Synergy_HSA=3.80. (2) Drug 1: CN(CCCl)CCCl.Cl. Drug 2: CN(C(=O)NC(C=O)C(C(C(CO)O)O)O)N=O. Cell line: OVCAR-5. Synergy scores: CSS=5.33, Synergy_ZIP=-0.857, Synergy_Bliss=0.595, Synergy_Loewe=-11.6, Synergy_HSA=-3.10. (3) Drug 1: C1=CC=C(C(=C1)C(C2=CC=C(C=C2)Cl)C(Cl)Cl)Cl. Drug 2: C1=CN(C=N1)CC(O)(P(=O)(O)O)P(=O)(O)O. Cell line: MCF7. Synergy scores: CSS=-0.965, Synergy_ZIP=0.160, Synergy_Bliss=-0.464, Synergy_Loewe=-1.09, Synergy_HSA=-1.27. (4) Drug 1: CS(=O)(=O)C1=CC(=C(C=C1)C(=O)NC2=CC(=C(C=C2)Cl)C3=CC=CC=N3)Cl. Cell line: SNB-19. Drug 2: CC1C(C(CC(O1)OC2CC(CC3=C2C(=C4C(=C3O)C(=O)C5=CC=CC=C5C4=O)O)(C(=O)C)O)N)O. Synergy scores: CSS=39.5, Synergy_ZIP=-2.90, Synergy_Bliss=-2.29, Synergy_Loewe=-2.88, Synergy_HSA=1.85.